The task is: Predict the reactants needed to synthesize the given product.. This data is from Full USPTO retrosynthesis dataset with 1.9M reactions from patents (1976-2016). (1) Given the product [OH:36][C@H:37]([CH3:41])[C:38]([N:33]1[CH2:34][CH2:35][C@@H:31]([O:30][C:25]2[CH:24]=[CH:23][C:22]([C:19]3[N:18]=[CH:17][N:16]=[C:15]4[C:20]=3[N:21]=[C:13]([C:10]3[CH:9]=[CH:8][C:7]([N:4]5[CH2:5][CH2:6][O:1][CH2:2][CH2:3]5)=[CH:12][CH:11]=3)[NH:14]4)=[CH:29][C:26]=2[C:27]#[N:28])[CH2:32]1)=[O:39], predict the reactants needed to synthesize it. The reactants are: [O:1]1[CH2:6][CH2:5][N:4]([C:7]2[CH:12]=[CH:11][C:10]([C:13]3[NH:14][C:15]4[C:20]([N:21]=3)=[C:19]([C:22]3[CH:23]=[CH:24][C:25]([O:30][C@@H:31]5[CH2:35][CH2:34][NH:33][CH2:32]5)=[C:26]([CH:29]=3)[C:27]#[N:28])[N:18]=[CH:17][N:16]=4)=[CH:9][CH:8]=2)[CH2:3][CH2:2]1.[OH:36][C@H:37]([CH3:41])[C:38](O)=[O:39].CCN(C(C)C)C(C)C.CN(C(ON1N=NC2C=CC=NC1=2)=[N+](C)C)C.F[P-](F)(F)(F)(F)F. (2) Given the product [CH3:11][C:12]1[N:17]=[C:16]2[CH2:18][O:19][C:20](=[C:3]3[C:4]4[C:9](=[CH:8][CH:7]=[CH:6][CH:5]=4)[NH:1][C:2]3=[O:10])[C:15]2=[CH:14][CH:13]=1, predict the reactants needed to synthesize it. The reactants are: [NH:1]1[C:9]2[C:4](=[CH:5][CH:6]=[CH:7][CH:8]=2)[CH2:3][C:2]1=[O:10].[CH3:11][C:12]1[N:17]=[C:16]2[CH2:18][O:19][C:20](=O)[C:15]2=[CH:14][CH:13]=1.Cl. (3) Given the product [F:1][C:2]1[CH:3]=[C:4]([C:10]2[C:18]3[C:13](=[C:14]([C:19]4[CH:24]=[CH:23][CH:22]=[CH:21][CH:20]=4)[CH:15]=[CH:16][CH:17]=3)[N:12]([CH2:25][CH2:26][CH3:27])[N:11]=2)[CH:5]=[CH:6][C:7]=1[OH:8], predict the reactants needed to synthesize it. The reactants are: [F:1][C:2]1[CH:3]=[C:4]([C:10]2[C:18]3[C:13](=[C:14]([C:19]4[CH:24]=[CH:23][CH:22]=[CH:21][CH:20]=4)[CH:15]=[CH:16][CH:17]=3)[N:12]([CH2:25][CH2:26][CH3:27])[N:11]=2)[CH:5]=[CH:6][C:7]=1[O:8]C.ClC1C=CC=C2C=1N(CCC)N=C2C1C=CC(OC)=C(F)C=1.C1([Mg]Br)C=CC=CC=1.Cl. (4) Given the product [CH3:23][C:3]1[S:4][C:5]2=[N:10][C:9]([CH2:11][C:12]3[CH:17]=[CH:16][CH:15]=[C:14]([C:18]([F:21])([F:20])[F:19])[CH:13]=3)=[CH:8][C:7](=[O:22])[N:6]2[C:2]=1[C:28]1[CH:29]=[N:24][CH:25]=[N:26][CH:27]=1, predict the reactants needed to synthesize it. The reactants are: Br[C:2]1[N:6]2[C:7](=[O:22])[CH:8]=[C:9]([CH2:11][C:12]3[CH:17]=[CH:16][CH:15]=[C:14]([C:18]([F:21])([F:20])[F:19])[CH:13]=3)[N:10]=[C:5]2[S:4][C:3]=1[CH3:23].[N:24]1[CH:29]=[C:28](B(O)O)[CH:27]=[N:26][CH:25]=1.P([O-])([O-])([O-])=O.[K+].[K+].[K+].O. (5) The reactants are: CO.[CH2:3]([C:5]1[CH:10]=[CH:9][CH:8]=[CH:7][CH:6]=1)[CH3:4].[C:11]([O:15]OC(C)(C)C)(C)(C)C. Given the product [C:5]1([CH:3]([CH3:4])[O:15][CH3:11])[CH:10]=[CH:9][CH:8]=[CH:7][CH:6]=1, predict the reactants needed to synthesize it.